This data is from Full USPTO retrosynthesis dataset with 1.9M reactions from patents (1976-2016). The task is: Predict the reactants needed to synthesize the given product. (1) Given the product [N:11]1[C:16]2[NH:17][C:18]3[C:23]([C:15]=2[C:14]([C:24]([NH2:3])=[NH:25])=[CH:13][CH:12]=1)=[CH:22][CH:21]=[CH:20][CH:19]=3, predict the reactants needed to synthesize it. The reactants are: C[Si](C)(C)[N-:3][Si](C)(C)C.[Li+].[N:11]1[C:16]2[NH:17][C:18]3[C:23]([C:15]=2[C:14]([C:24]#[N:25])=[CH:13][CH:12]=1)=[CH:22][CH:21]=[CH:20][CH:19]=3. (2) Given the product [CH:28]1([CH2:33][CH:34]([C:38]2[CH:43]=[CH:42][C:41]([S:44]([CH2:47][CH3:48])(=[O:46])=[O:45])=[CH:40][CH:39]=2)[C:35]([NH:49][C:50]2[CH:55]=[CH:54][CH:53]=[CH:52][N:51]=2)=[O:37])[CH2:29][CH2:30][CH2:31][CH2:32]1, predict the reactants needed to synthesize it. The reactants are: C1(P(C2C=CC=CC=2)C2C=CC=CC=2)C=CC=CC=1.BrN1C(=O)CCC1=O.[CH:28]1([CH2:33][CH:34]([C:38]2[CH:43]=[CH:42][C:41]([S:44]([CH2:47][CH3:48])(=[O:46])=[O:45])=[CH:40][CH:39]=2)[C:35]([OH:37])=O)[CH2:32][CH2:31][CH2:30][CH2:29]1.[NH2:49][C:50]1[CH:55]=[CH:54][CH:53]=[CH:52][N:51]=1. (3) Given the product [Cl:16][CH2:17][C:18]([NH:1][C:2]1[CH:7]=[C:6]([Cl:8])[CH:5]=[CH:4][C:3]=1[OH:9])=[O:19], predict the reactants needed to synthesize it. The reactants are: [NH2:1][C:2]1[CH:7]=[C:6]([Cl:8])[CH:5]=[CH:4][C:3]=1[OH:9].O.C(=O)([O-])O.[Na+].[Cl:16][CH2:17][C:18](Cl)=[O:19]. (4) Given the product [Br:14][C:15]1[CH:16]=[C:17]2[C:22](=[CH:23][CH:24]=1)[O:21][CH:20]([C:25]1[CH:30]=[CH:29][CH:28]=[CH:27][CH:26]=1)[CH2:19][C:18]2([CH2:2][C:1]([O:4][CH3:5])=[O:3])[NH:31][S:32]([C:34]([CH3:37])([CH3:36])[CH3:35])=[O:33], predict the reactants needed to synthesize it. The reactants are: [C:1]([O:4][CH3:5])(=[O:3])[CH3:2].[Li+].CC([N-]C(C)C)C.[Br:14][C:15]1[CH:16]=[C:17]2[C:22](=[CH:23][CH:24]=1)[O:21][CH:20]([C:25]1[CH:30]=[CH:29][CH:28]=[CH:27][CH:26]=1)[CH2:19][C:18]2=[N:31][S:32]([C:34]([CH3:37])([CH3:36])[CH3:35])=[O:33]. (5) Given the product [C:32]([NH:1][CH2:2][CH2:3][O:4][C:5]1[CH:22]=[C:21]([C:23]#[N:24])[CH:20]=[CH:19][C:6]=1[CH2:7][NH:8][C:9](=[O:18])[C:10]1[CH:15]=[CH:14][C:13]([F:16])=[C:12]([CH3:17])[CH:11]=1)(=[O:31])[CH3:33], predict the reactants needed to synthesize it. The reactants are: [NH2:1][CH2:2][CH2:3][O:4][C:5]1[CH:22]=[C:21]([C:23]#[N:24])[CH:20]=[CH:19][C:6]=1[CH2:7][NH:8][C:9](=[O:18])[C:10]1[CH:15]=[CH:14][C:13]([F:16])=[C:12]([CH3:17])[CH:11]=1.N1C=CC=CC=1.[O:31]1CCO[CH2:33][CH2:32]1.C(Cl)(=O)C.